Predict which catalyst facilitates the given reaction. From a dataset of Catalyst prediction with 721,799 reactions and 888 catalyst types from USPTO. (1) Reactant: [C:1]([O:9][CH3:10])(=[O:8])[C:2]1[CH:7]=[CH:6][CH:5]=[CH:4][CH:3]=1.[NH2:11][C@H:12]1[CH2:17][CH2:16][C@H](O)[CH2:14][CH2:13]1. Product: [C:1]([O:9][C@H:10]1[CH2:16][CH2:17][C@H:12]([NH2:11])[CH2:13][CH2:14]1)(=[O:8])[C:2]1[CH:7]=[CH:6][CH:5]=[CH:4][CH:3]=1. The catalyst class is: 11. (2) Reactant: C(C1C(=O)C(Cl)=C(Cl)C(=O)C=1C#N)#N.[F:15][C:16]1[CH:25]=[C:24]2[C:19]([CH2:20][CH2:21][C:22](=[O:26])[NH:23]2)=[CH:18][CH:17]=1. Product: [F:15][C:16]1[CH:25]=[C:24]2[C:19]([CH:20]=[CH:21][C:22](=[O:26])[NH:23]2)=[CH:18][CH:17]=1. The catalyst class is: 12. (3) Reactant: O.[OH-].[Li+].C[C:5]1([C:22]([O-:24])=[O:23])[CH:14]=[C:13]2[C:8]([CH2:9][CH2:10][N:11]([C:15]([O:17][C:18]([CH3:21])([CH3:20])[CH3:19])=[O:16])[CH2:12]2)=[CH:7][CH2:6]1. Product: [C:18]([O:17][C:15]([N:11]1[CH2:10][CH2:9][C:8]2[C:13](=[CH:14][C:5]([C:22]([OH:24])=[O:23])=[CH:6][CH:7]=2)[CH2:12]1)=[O:16])([CH3:21])([CH3:19])[CH3:20]. The catalyst class is: 72. (4) Reactant: [CH2:1]([CH:3]1[CH2:5][N@@:4]1[S:6]([C:9]1[CH:14]=[CH:13][CH:12]=[CH:11][C:10]=1[N+:15]([O-:17])=[O:16])(=[O:8])=[O:7])[CH3:2].[CH3:18][C:19]1[CH:25]=[C:24]([CH3:26])[CH:23]=[CH:22][C:20]=1[NH2:21].C(O)[C@H]1O[C@@H]2O[C@H]3[C@H](O)[C@@H](O)[C@@H](O[C@H]4[C@H](O)[C@@H](O)[C@@H](O[C@H]5[C@H](O)[C@@H](O)[C@@H](O[C@H]6[C@H](O)[C@@H](O)[C@@H](O[C@H]7[C@H](O)[C@@H](O)[C@@H](O[C@H]8[C@H](O)[C@@H](O)[C@@H](O[C@H]1[C@H](O)[C@H]2O)O[C@@H]8CO)O[C@@H]7CO)O[C@@H]6CO)O[C@@H]5CO)O[C@@H]4CO)O[C@@H]3CO.O. Product: [CH3:18][C:19]1[CH:25]=[C:24]([CH3:26])[CH:23]=[CH:22][C:20]=1[NH:21][CH2:5][C@@H:3]([NH:4][S:6]([C:9]1[CH:14]=[CH:13][CH:12]=[CH:11][C:10]=1[N+:15]([O-:17])=[O:16])(=[O:8])=[O:7])[CH2:1][CH3:2]. The catalyst class is: 5. (5) Reactant: [C:1]([OH:6])(=[O:5])[C:2]([CH3:4])=O.[Br:7][C:8]1[CH:19]=[CH:18][C:17]([F:20])=[CH:16][C:9]=1[CH2:10][NH:11][C:12]([NH:14][NH2:15])=[S:13].[CH3:21]O. Product: [Br:7][C:8]1[CH:19]=[CH:18][C:17]([F:20])=[CH:16][C:9]=1[CH2:10][NH:11][C:12]([NH:14][N:15]=[C:2]([CH3:4])[C:1]([O:6][CH3:21])=[O:5])=[S:13]. The catalyst class is: 82. (6) Reactant: [S:1]1[CH:5]=[CH:4][CH:3]=[C:2]1[CH2:6][NH:7][C:8]1[S:9][CH2:10][C:11](=[O:13])[N:12]=1.[N:14]1[C:23]2[C:18](=[N:19][C:20]([CH:24]=O)=[CH:21][CH:22]=2)[CH:17]=[CH:16][CH:15]=1.C(O)(=O)C1C=CC=CC=1.N1CCCCC1. Product: [N:19]1[C:18]2[C:23](=[N:14][CH:15]=[CH:16][CH:17]=2)[CH:22]=[CH:21][C:20]=1[CH:24]=[C:10]1[S:9][C:8]([NH:7][CH2:6][C:2]2[S:1][CH:5]=[CH:4][CH:3]=2)=[N:12][C:11]1=[O:13]. The catalyst class is: 11.